From a dataset of Full USPTO retrosynthesis dataset with 1.9M reactions from patents (1976-2016). Predict the reactants needed to synthesize the given product. (1) Given the product [CH:1]1([S:4]([C:7]2[CH:8]=[CH:9][C:10]([CH:13]([C:21]3[NH:25][C:24]([C:26]4[N:31]=[CH:30][C:29]([CH2:32][C:33]([N:36]5[CH2:41][CH2:40][O:39][CH2:38][CH2:37]5)=[O:34])=[CH:28][CH:27]=4)=[CH:23][CH:22]=3)[CH2:14][CH:15]3[CH2:20][CH2:19][O:18][CH2:17][CH2:16]3)=[CH:11][CH:12]=2)(=[O:6])=[O:5])[CH2:2][CH2:3]1, predict the reactants needed to synthesize it. The reactants are: [CH:1]1([S:4]([C:7]2[CH:12]=[CH:11][C:10]([CH:13]([C:21]3[NH:25][C:24]([C:26]4[N:31]=[CH:30][C:29]([CH2:32][C:33](O)=[O:34])=[CH:28][CH:27]=4)=[CH:23][CH:22]=3)[CH2:14][CH:15]3[CH2:20][CH2:19][O:18][CH2:17][CH2:16]3)=[CH:9][CH:8]=2)(=[O:6])=[O:5])[CH2:3][CH2:2]1.[NH:36]1[CH2:41][CH2:40][O:39][CH2:38][CH2:37]1.Cl.CN(C)CCCN=C=NCC.ON1C2C=CC=CC=2N=N1. (2) Given the product [OH2:4].[F:31][C:9]1[C:10]([C:14]2[N:15]=[N:16][C:17]([O:20][CH:21]3[CH2:22][C:23]([CH3:30])([CH3:29])[NH:24][C:25]([CH3:27])([CH3:28])[CH2:26]3)=[CH:18][CH:19]=2)=[C:11]([OH:13])[CH:12]=[C:7]([C:42]2[CH:43]=[N:44][NH:45][CH:46]=2)[CH:8]=1, predict the reactants needed to synthesize it. The reactants are: FC(F)(F)S(O[C:7]1[CH:12]=[C:11]([OH:13])[C:10]([C:14]2[N:15]=[N:16][C:17]([O:20][CH:21]3[CH2:26][C:25]([CH3:28])([CH3:27])[NH:24][C:23]([CH3:30])([CH3:29])[CH2:22]3)=[CH:18][CH:19]=2)=[C:9]([F:31])[CH:8]=1)(=O)=[O:4].CC1(C)C(C)(C)OB([C:42]2[CH:43]=[N:44][N:45](C([O-])=O)[CH:46]=2)O1. (3) Given the product [O:31]1[C:32]2[CH:39]=[CH:38][CH:37]=[CH:36][C:33]=2[CH2:34][CH2:35][CH:30]1[CH2:29][N:21]([CH2:22][C:23]1[CH:24]=[CH:25][CH:26]=[CH:27][CH:28]=1)[CH2:20][CH2:11][CH2:12][N:8]1[CH2:9][CH2:6][CH2:7][NH:3][C:1]1=[O:2], predict the reactants needed to synthesize it. The reactants are: [C:1]([N:8]1[CH:12]=[CH:11]N=[CH:9]1)([N:3]1[CH:7]=[CH:6]N=C1)=[O:2].NCCCNCC[CH2:20][N:21]([CH2:29][CH:30]1[CH2:35][CH2:34][C:33]2[CH:36]=[CH:37][CH:38]=[CH:39][C:32]=2[O:31]1)[CH2:22][C:23]1[CH:28]=[CH:27][CH:26]=[CH:25][CH:24]=1. (4) Given the product [Cl:1][C:2]1[CH:7]=[CH:6][CH:5]=[CH:4][C:3]=1[CH2:8][N:9]([C@H:22]1[CH2:26][CH2:25][N:24]([CH2:30][C:29]([CH3:31])=[CH2:28])[CH2:23]1)[C:10]1[CH:17]=[CH:16][C:13]([C:14]#[N:15])=[C:12]([C:18]([F:19])([F:20])[F:21])[CH:11]=1, predict the reactants needed to synthesize it. The reactants are: [Cl:1][C:2]1[CH:7]=[CH:6][CH:5]=[CH:4][C:3]=1[CH2:8][N:9]([C@H:22]1[CH2:26][CH2:25][NH:24][CH2:23]1)[C:10]1[CH:17]=[CH:16][C:13]([C:14]#[N:15])=[C:12]([C:18]([F:21])([F:20])[F:19])[CH:11]=1.Br[CH2:28][C:29]([CH3:31])=[CH2:30]. (5) Given the product [CH3:1][O:2][C:3]1[CH:4]=[C:5]([CH:17]=[CH:18][C:19]=1[O:20][CH2:21][C:22]1[N:23]=[C:24]([C:28]2[CH:29]=[CH:30][CH:31]=[CH:32][CH:33]=2)[O:25][C:26]=1[CH3:27])[CH2:6][O:7][C:8]1[C:12]([C:13]([NH2:37])=[O:15])=[CH:11][N:10]([CH3:16])[N:9]=1, predict the reactants needed to synthesize it. The reactants are: [CH3:1][O:2][C:3]1[CH:4]=[C:5]([CH:17]=[CH:18][C:19]=1[O:20][CH2:21][C:22]1[N:23]=[C:24]([C:28]2[CH:33]=[CH:32][CH:31]=[CH:30][CH:29]=2)[O:25][C:26]=1[CH3:27])[CH2:6][O:7][C:8]1[C:12]([C:13]([OH:15])=O)=[CH:11][N:10]([CH3:16])[N:9]=1.Cl.C([N:37]=C=NCCCN(C)C)C.CN(C)C=O. (6) Given the product [C:25]1([CH2:24][NH:31][C:2]2[CH:7]=[CH:6][N:5]=[C:4]3[O:8][C:9]4([CH:15]5[CH2:16][CH2:17][N:12]([CH2:13][CH2:14]5)[CH2:11]4)[CH2:10][C:3]=23)[CH:30]=[CH:29][CH:28]=[CH:27][CH:26]=1, predict the reactants needed to synthesize it. The reactants are: Cl[C:2]1[CH:7]=[CH:6][N:5]=[C:4]2[O:8][C:9]3([CH:15]4[CH2:16][CH2:17][N:12]([CH2:13][CH2:14]4)[CH2:11]3)[CH2:10][C:3]=12.C(=O)([O-])[O-].[Na+].[Na+].[CH2:24]([NH2:31])[C:25]1[CH:30]=[CH:29][CH:28]=[CH:27][CH:26]=1. (7) Given the product [C:1]12([C:11]3[CH:12]=[C:13]([C:19]4[CH:20]=[C:21]([CH:24]=[CH:25][CH:26]=4)[CH:22]=[C:33]4[S:27][C:28]([N:38]5[CH2:39][CH2:40][N:35]([CH3:34])[CH2:36][CH2:37]5)=[N:30][C:31]4=[O:32])[CH:14]=[C:15]([F:18])[C:16]=3[OH:17])[CH2:10][CH:5]3[CH2:4][CH:3]([CH2:9][CH:7]([CH2:6]3)[CH2:8]1)[CH2:2]2, predict the reactants needed to synthesize it. The reactants are: [C:1]12([C:11]3[CH:12]=[C:13]([C:19]4[CH:20]=[C:21]([CH:24]=[CH:25][CH:26]=4)[CH:22]=O)[CH:14]=[C:15]([F:18])[C:16]=3[OH:17])[CH2:10][CH:5]3[CH2:6][CH:7]([CH2:9][CH:3]([CH2:4]3)[CH2:2]1)[CH2:8]2.[S:27]1[CH2:33][C:31](=[O:32])[NH:30][C:28]1=S.[CH3:34][N:35]1[CH2:40][CH2:39][NH:38][CH2:37][CH2:36]1. (8) Given the product [N:1]1([CH2:6][C:7]2[N:11]3[CH:12]=[CH:13][CH:14]=[CH:15][C:10]3=[N:9][C:8]=2[C:17]2[CH:22]=[CH:21][C:20]([Cl:24])=[CH:19][CH:18]=2)[CH:2]=[N:3][CH:4]=[N:29]1, predict the reactants needed to synthesize it. The reactants are: [N:1]1([CH2:6][C:7]2[N:11]3[CH:12]=[C:13](C)[CH:14]=[CH:15][C:10]3=[N:9][C:8]=2[C:17]2[CH:22]=[CH:21][C:20](C)=[CH:19][CH:18]=2)C=[CH:4][N:3]=[CH:2]1.[ClH:24].ClCC1N2N=CC=CC2=[N:29]C=1C1C=CC(Cl)=CC=1.N1C=CN=N1. (9) Given the product [ClH:40].[CH:28]1([CH2:27][NH:19][C@@H:17]2[CH2:18][C@H:16]2[C:13]2[CH:14]=[CH:15][C:10]([N:9]([CH3:31])[C:7]([C:4]3[CH:3]=[CH:2][C:1]([C:32]4[CH:37]=[CH:36][CH:35]=[CH:34][CH:33]=4)=[CH:6][CH:5]=3)=[O:8])=[CH:11][CH:12]=2)[CH2:30][CH2:29]1, predict the reactants needed to synthesize it. The reactants are: [C:1]1([C:32]2[CH:37]=[CH:36][CH:35]=[CH:34][CH:33]=2)[CH:6]=[CH:5][C:4]([C:7]([N:9]([CH3:31])[C:10]2[CH:15]=[CH:14][C:13]([C@@H:16]3[CH2:18][C@H:17]3[N:19]([CH2:27][CH:28]3[CH2:30][CH2:29]3)C(=O)OC(C)(C)C)=[CH:12][CH:11]=2)=[O:8])=[CH:3][CH:2]=1.CO.[ClH:40]. (10) Given the product [CH2:5]([O:7][C:8]1[CH:9]=[C:10]2[C:15](=[C:16]3[CH2:20][C:19]([CH3:22])([CH3:21])[O:18][C:17]=13)[C:14]([C:23]1[CH:31]=[CH:30][C:26]([C:27]([O:29][CH2:42][CH3:43])=[O:28])=[C:25]([NH:32][CH2:33][C:34]3[CH:39]=[CH:38][CH:37]=[CH:36][CH:35]=3)[CH:24]=1)=[N:13][C:12]([CH3:40])([CH3:41])[CH2:11]2)[CH3:6], predict the reactants needed to synthesize it. The reactants are: S(Cl)(Cl)=O.[CH2:5]([O:7][C:8]1[CH:9]=[C:10]2[C:15](=[C:16]3[CH2:20][C:19]([CH3:22])([CH3:21])[O:18][C:17]=13)[C:14]([C:23]1[CH:31]=[CH:30][C:26]([C:27]([OH:29])=[O:28])=[C:25]([NH:32][CH2:33][C:34]3[CH:39]=[CH:38][CH:37]=[CH:36][CH:35]=3)[CH:24]=1)=[N:13][C:12]([CH3:41])([CH3:40])[CH2:11]2)[CH3:6].[CH2:42](O)[CH3:43].